Task: Predict the product of the given reaction.. Dataset: Forward reaction prediction with 1.9M reactions from USPTO patents (1976-2016) Given the reactants [C:1]([O:9][C@H:10]1[C@H:19]([O:20][C:21](=[O:28])[C:22]2[CH:27]=[CH:26][CH:25]=[CH:24][CH:23]=2)[C@H:18]([O:29][C:30](=[O:37])[C:31]2[CH:36]=[CH:35][CH:34]=[CH:33][CH:32]=2)[C@H:17]([CH3:38])[O:16][C@H:11]1[O:12][CH2:13][CH:14]=C)(=[O:8])[C:2]1[CH:7]=[CH:6][CH:5]=[CH:4][CH:3]=1.C[N+]1([O-])CC[O:43]CC1, predict the reaction product. The product is: [C:1]([O:9][C@H:10]1[C@H:19]([O:20][C:21](=[O:28])[C:22]2[CH:27]=[CH:26][CH:25]=[CH:24][CH:23]=2)[C@H:18]([O:29][C:30](=[O:37])[C:31]2[CH:36]=[CH:35][CH:34]=[CH:33][CH:32]=2)[C@H:17]([CH3:38])[O:16][C@H:11]1[O:12][CH2:13][CH:14]=[O:43])(=[O:8])[C:2]1[CH:7]=[CH:6][CH:5]=[CH:4][CH:3]=1.